Dataset: Reaction yield outcomes from USPTO patents with 853,638 reactions. Task: Predict the reaction yield, written as a fraction of the theoretical maximum amount of product (1.0 means a 100% yield; for example, 0.34 means a 34% yield). (1) The yield is 0.770. The product is [Cl:31][C:2]1[C:11]2[C:6](=[CH:7][C:8]([O:12][C:13]3[CH:18]=[CH:17][CH:16]=[CH:15][CH:14]=3)=[CH:9][CH:10]=2)[N:5]=[C:4]([N:19]2[CH:23]=[C:22]([C:24]([O:26][CH2:27][CH3:28])=[O:25])[CH:21]=[N:20]2)[N:3]=1. No catalyst specified. The reactants are O=[C:2]1[C:11]2[C:6](=[CH:7][C:8]([O:12][C:13]3[CH:18]=[CH:17][CH:16]=[CH:15][CH:14]=3)=[CH:9][CH:10]=2)[N:5]=[C:4]([N:19]2[CH:23]=[C:22]([C:24]([O:26][CH2:27][CH3:28])=[O:25])[CH:21]=[N:20]2)[NH:3]1.O=P(Cl)(Cl)[Cl:31]. (2) The reactants are [Br:1][C:2]1[CH:3]=[C:4]2[C:8](=[CH:9][CH:10]=1)[NH:7][C:6](=[O:11])[C:5]2=O.[CH3:13][S:14]([C:17]1[CH:22]=[CH:21][C:20]([NH:23][NH2:24])=[CH:19][CH:18]=1)(=[O:16])=[O:15]. No catalyst specified. The product is [Br:1][C:2]1[CH:3]=[C:4]2[C:8](=[CH:9][CH:10]=1)[NH:7][C:6](=[O:11])[C:5]2=[N:24][NH:23][C:20]1[CH:19]=[CH:18][C:17]([S:14]([CH3:13])(=[O:16])=[O:15])=[CH:22][CH:21]=1. The yield is 0.720. (3) The reactants are N#N.C(O)C.Cl.[NH2:7][C:8]1[CH:13]=[CH:12][CH:11]=[CH:10][C:9]=1B(O)O.[CH3:17][O:18][C:19](=[O:27])[CH2:20][C:21]1[S:22][C:23](Br)=[CH:24][CH:25]=1. The catalyst is O.C1(C)C=CC=CC=1.[Pd].C1(P(C2C=CC=CC=2)C2C=CC=CC=2)C=CC=CC=1.C1(P(C2C=CC=CC=2)C2C=CC=CC=2)C=CC=CC=1.C1(P(C2C=CC=CC=2)C2C=CC=CC=2)C=CC=CC=1.C1(P(C2C=CC=CC=2)C2C=CC=CC=2)C=CC=CC=1. The product is [CH3:17][O:18][C:19](=[O:27])[CH2:20][C:21]1[S:22][C:23]([C:9]2[CH:10]=[CH:11][CH:12]=[CH:13][C:8]=2[NH2:7])=[CH:24][CH:25]=1. The yield is 0.510. (4) The reactants are [C:1]([C:3]1[CH:4]=[C:5]([N:10]([CH2:15][C:16]2[CH:21]=[CH:20][C:19](I)=[CH:18][CH:17]=2)[C:11](=[O:14])[CH2:12][CH3:13])[CH:6]=[C:7]([F:9])[CH:8]=1)#[N:2].[Cl:23][C:24]1[CH:29]=[CH:28][CH:27]=[CH:26][C:25]=1B(O)O. No catalyst specified. The product is [Cl:23][C:24]1[CH:29]=[CH:28][CH:27]=[CH:26][C:25]=1[C:19]1[CH:20]=[CH:21][C:16]([CH2:15][N:10]([C:5]2[CH:6]=[C:7]([F:9])[CH:8]=[C:3]([C:1]#[N:2])[CH:4]=2)[C:11](=[O:14])[CH2:12][CH3:13])=[CH:17][CH:18]=1. The yield is 0.860. (5) The reactants are [Cl:1][CH2:2][CH2:3][N:4]([CH2:6][C:7]1[CH:12]=[CH:11][C:10]([C:13]2[S:21][C:20]3[C:15](=[N:16][CH:17]=[CH:18][C:19]=3[O:22][C:23]3[CH:28]=[CH:27][C:26]([NH:29][C:30](=[O:41])[CH2:31][C:32]([NH:34][C:35]4[CH:40]=[CH:39][CH:38]=[CH:37][CH:36]=4)=[O:33])=[CH:25][C:24]=3[F:42])[CH:14]=2)=[CH:9][CH:8]=1)[CH3:5].[N:43]([CH3:46])([CH3:45])[CH3:44]. The catalyst is COCCOC. The product is [Cl-:1].[F:42][C:24]1[CH:25]=[C:26]([NH:29][C:30](=[O:41])[CH2:31][C:32](=[O:33])[NH:34][C:35]2[CH:40]=[CH:39][CH:38]=[CH:37][CH:36]=2)[CH:27]=[CH:28][C:23]=1[O:22][C:19]1[CH:18]=[CH:17][N:16]=[C:15]2[CH:14]=[C:13]([C:10]3[CH:11]=[CH:12][C:7]([CH2:6][N:4]([CH3:5])[CH2:3][CH2:2][N+:43]([CH3:46])([CH3:45])[CH3:44])=[CH:8][CH:9]=3)[S:21][C:20]=12. The yield is 0.0900. (6) The reactants are C([O:4][CH2:5][C:6]1[C:14]([CH2:15][C@@H:16]([CH2:22][C:23]([O:25][CH2:26]C)=[O:24])[C:17]([O:19][CH2:20]C)=[O:18])=[CH:13][C:12]([Br:28])=[C:11]2[C:7]=1[C:8]([Cl:29])=[N:9][NH:10]2)(=O)C.CO.C[O-].[Mg+2].C[O-]. No catalyst specified. The product is [Br:28][C:12]1[CH:13]=[C:14]([CH2:15][C@@H:16]([CH2:22][C:23]([O:25][CH3:26])=[O:24])[C:17]([O:19][CH3:20])=[O:18])[C:6]([CH2:5][OH:4])=[C:7]2[C:11]=1[NH:10][N:9]=[C:8]2[Cl:29]. The yield is 0.960. (7) The catalyst is CN(C)C=O. The reactants are CS(O[CH2:6][C@H:7]([O:28][CH2:29][CH2:30][CH2:31][CH2:32][CH2:33][CH2:34][CH2:35][CH2:36][CH2:37][CH2:38][CH2:39][CH2:40][CH2:41][CH2:42][CH2:43][CH2:44][CH2:45][CH3:46])[CH2:8][O:9][CH2:10][CH2:11][CH2:12][CH2:13][CH2:14][CH2:15][CH2:16][CH2:17][CH2:18][CH2:19][CH2:20][CH2:21][CH2:22][CH2:23][CH2:24][CH2:25][CH2:26][CH3:27])(=O)=O.[C-:47]#[N:48].[Na+].CCOCC.O. The product is [CH2:29]([O:28][C@H:7]([CH2:8][O:9][CH2:10][CH2:11][CH2:12][CH2:13][CH2:14][CH2:15][CH2:16][CH2:17][CH2:18][CH2:19][CH2:20][CH2:21][CH2:22][CH2:23][CH2:24][CH2:25][CH2:26][CH3:27])[CH2:6][C:47]#[N:48])[CH2:30][CH2:31][CH2:32][CH2:33][CH2:34][CH2:35][CH2:36][CH2:37][CH2:38][CH2:39][CH2:40][CH2:41][CH2:42][CH2:43][CH2:44][CH2:45][CH3:46]. The yield is 0.930. (8) The reactants are C[N:2]1[CH:7]=[C:6]([N+]([O-])=O)[CH:5]=[C:4]([N+:11]([O-:13])=[O:12])[C:3]1=O.[CH3:15][CH:16](C)[C:17](=O)C.N. The catalyst is CO. The product is [CH:16]([C:7]1[CH:6]=[CH:5][C:4]([N+:11]([O-:13])=[O:12])=[CH:3][N:2]=1)([CH3:17])[CH3:15]. The yield is 0.280. (9) The reactants are [Cl:1][C:2]1[CH:7]=[CH:6][CH:5]=[CH:4][C:3]=1[C:8]1[C:9]([C:15]2[CH:20]=[CH:19][C:18]([Cl:21])=[CH:17][CH:16]=2)=[CH:10][C:11](F)=[N:12][CH:13]=1.[NH2:22][NH2:23]. The catalyst is N1C=CC=CC=1. The product is [Cl:1][C:2]1[CH:7]=[CH:6][CH:5]=[CH:4][C:3]=1[C:8]1[C:9]([C:15]2[CH:20]=[CH:19][C:18]([Cl:21])=[CH:17][CH:16]=2)=[CH:10][C:11]([NH:22][NH2:23])=[N:12][CH:13]=1. The yield is 0.850. (10) The reactants are Br[C:2]1[N:3]=[C:4]([CH2:8][CH2:9][C:10]2[N:21]=[C:13]3[C:14]([O:19][CH3:20])=[CH:15][CH:16]=[C:17]([CH3:18])[N:12]3[N:11]=2)[N:5]([CH3:7])[CH:6]=1.[O:22]1[CH:26]=[CH:25][C:24](B(O)O)=[CH:23]1.COCCOC.C(=O)([O-])[O-].[Na+].[Na+]. The catalyst is O.[Cl-].[Na+].O.C1C=CC([P]([Pd]([P](C2C=CC=CC=2)(C2C=CC=CC=2)C2C=CC=CC=2)([P](C2C=CC=CC=2)(C2C=CC=CC=2)C2C=CC=CC=2)[P](C2C=CC=CC=2)(C2C=CC=CC=2)C2C=CC=CC=2)(C2C=CC=CC=2)C2C=CC=CC=2)=CC=1.CCOC(C)=O. The product is [O:22]1[CH:26]=[CH:25][C:24]([C:2]2[N:3]=[C:4]([CH2:8][CH2:9][C:10]3[N:21]=[C:13]4[C:14]([O:19][CH3:20])=[CH:15][CH:16]=[C:17]([CH3:18])[N:12]4[N:11]=3)[N:5]([CH3:7])[CH:6]=2)=[CH:23]1. The yield is 0.100.